Dataset: Reaction yield outcomes from USPTO patents with 853,638 reactions. Task: Predict the reaction yield, written as a fraction of the theoretical maximum amount of product (1.0 means a 100% yield; for example, 0.34 means a 34% yield). (1) The reactants are [CH3:1][C:2](OI1(OC(C)=O)(OC(C)=O)OC(=O)C2C=CC=CC1=2)=[O:3].[N+:23]([C:26]1[CH:31]=[CH:30][CH:29]=[CH:28][C:27]=1O)([O-:25])=[O:24].C(=O)([O-])O.[Na+].S([O-])([O-])(=O)=S.[Na+].[Na+]. The catalyst is ClCCl. The product is [N+:23]([C:26]1[CH:31]=[CH:30][CH:29]=[CH:28][C:27]=1[CH2:1][CH:2]=[O:3])([O-:25])=[O:24]. The yield is 1.00. (2) The reactants are C(N(CC)CC)C.[F:8][C:9]1[CH:19]=[CH:18][CH:17]=[CH:16][C:10]=1[CH:11]=[CH:12][C:13]([OH:15])=O.CCN=C=NCCCN(C)C.Cl.Cl.[CH2:33]([N:35]1[C:50]2[C:45](=[CH:46][CH:47]=[CH:48][CH:49]=2)[C:37]([CH2:38][C@@H:39]([C:41]([O:43][CH3:44])=[O:42])[NH2:40])=[CH:36]1)[CH3:34]. The catalyst is C(Cl)Cl. The product is [CH2:33]([N:35]1[C:50]2[C:45](=[CH:46][CH:47]=[CH:48][CH:49]=2)[C:37]([CH2:38][C@@H:39]([C:41]([O:43][CH3:44])=[O:42])[NH:40][C:13](=[O:15])[CH:12]=[CH:11][C:10]2[CH:16]=[CH:17][CH:18]=[CH:19][C:9]=2[F:8])=[CH:36]1)[CH3:34]. The yield is 0.700. (3) The catalyst is O. The reactants are C([O:4][CH2:5][C:6]1[C:11]([C:12]2[CH:17]=[C:16]([NH:18][C:19]3[CH:24]=[CH:23][C:22]([N:25]4[CH2:30][CH2:29][N:28]([CH:31]5[CH2:34][O:33][CH2:32]5)[CH2:27][C@H:26]4[CH3:35])=[CH:21][N:20]=3)[C:15](=[O:36])[N:14]([CH3:37])[CH:13]=2)=[CH:10][C:9]([F:38])=[CH:8][C:7]=1[N:39]1[CH2:50][CH2:49][N:48]2[C:41](=[CH:42][C:43]3[CH2:44][C:45]([CH3:52])([CH3:51])[CH2:46][C:47]=32)[C:40]1=[O:53])(=O)C.[OH-].[Li+].C1COCC1.C(O)(C)C. The yield is 0.790. The product is [F:38][C:9]1[CH:10]=[C:11]([C:12]2[CH:17]=[C:16]([NH:18][C:19]3[CH:24]=[CH:23][C:22]([N:25]4[CH2:30][CH2:29][N:28]([CH:31]5[CH2:34][O:33][CH2:32]5)[CH2:27][C@H:26]4[CH3:35])=[CH:21][N:20]=3)[C:15](=[O:36])[N:14]([CH3:37])[CH:13]=2)[C:6]([CH2:5][OH:4])=[C:7]([N:39]2[CH2:50][CH2:49][N:48]3[C:47]4[CH2:46][C:45]([CH3:52])([CH3:51])[CH2:44][C:43]=4[CH:42]=[C:41]3[C:40]2=[O:53])[CH:8]=1. (4) The reactants are [C:1]([OH:6])(=O)[CH2:2][CH2:3][CH3:4].C(Cl)CCl.[CH:11]1[CH:12]=[CH:13][C:14]2[N:19](O)N=[N:17][C:15]=2[CH:16]=1.NCC1C=CC=CN=1. The catalyst is C1COCC1. The product is [N:17]1[CH:13]=[CH:12][CH:11]=[CH:16][C:15]=1[CH2:14][NH:19][C:1](=[O:6])[CH2:2][CH2:3][CH3:4]. The yield is 0.670. (5) The reactants are C(OC([N:8]([CH2:21][CH2:22][C:23]#[C:24][C:25]1[CH:30]=[C:29]([Cl:31])[CH:28]=[CH:27][C:26]=1[NH:32][CH:33]([C:40]1[CH:45]=[CH:44][CH:43]=[CH:42][CH:41]=1)[C:34]1[CH:39]=[CH:38][CH:37]=[CH:36][CH:35]=1)[S:9]([CH2:12][C:13]1[CH:18]=[CH:17][C:16]([Cl:19])=[C:15]([Cl:20])[CH:14]=1)(=[O:11])=[O:10])=O)(C)(C)C. The catalyst is [Cu]I.CN(C)C(=O)C. The product is [CH:33]([N:32]1[C:26]2[C:25](=[CH:30][C:29]([Cl:31])=[CH:28][CH:27]=2)[CH:24]=[C:23]1[CH2:22][CH2:21][NH:8][S:9]([CH2:12][C:13]1[CH:18]=[CH:17][C:16]([Cl:19])=[C:15]([Cl:20])[CH:14]=1)(=[O:11])=[O:10])([C:34]1[CH:35]=[CH:36][CH:37]=[CH:38][CH:39]=1)[C:40]1[CH:45]=[CH:44][CH:43]=[CH:42][CH:41]=1. The yield is 0.990. (6) The reactants are Br[C:2]1[CH:3]=[C:4]([CH:8]=[CH:9][N:10]=1)[C:5]([OH:7])=[O:6].[NH:11]1[CH:15]=[CH:14][CH:13]=[N:12]1. No catalyst specified. The product is [N:11]1([C:2]2[CH:3]=[C:4]([CH:8]=[CH:9][N:10]=2)[C:5]([OH:7])=[O:6])[CH:15]=[CH:14][CH:13]=[N:12]1. The yield is 1.00. (7) The reactants are [CH2:1]([O:8][C:9]1[C:14](=[O:15])[N:13]2[CH:16]=[C:17]([N:21]3[CH2:26][CH2:25][O:24][CH2:23][CH2:22]3)[CH:18]=[C:19](Br)[C:12]2=[N:11][C:10]=1[C:27]1[S:28][C:29]([CH2:32][C:33]2[CH:38]=[CH:37][C:36]([F:39])=[CH:35][CH:34]=2)=[CH:30][N:31]=1)[C:2]1[CH:7]=[CH:6][CH:5]=[CH:4][CH:3]=1.[CH:40]([N:43]1[CH2:47][CH2:46][NH:45][C:44]1=[O:48])([CH3:42])[CH3:41].CC1(C)C2C(=C(P(C3C=CC=CC=3)C3C=CC=CC=3)C=CC=2)OC2C(P(C3C=CC=CC=3)C3C=CC=CC=3)=CC=CC1=2.C([O-])([O-])=O.[Cs+].[Cs+].N#N. The catalyst is O1CCOCC1.C1C=CC(/C=C/C(/C=C/C2C=CC=CC=2)=O)=CC=1.C1C=CC(/C=C/C(/C=C/C2C=CC=CC=2)=O)=CC=1.C1C=CC(/C=C/C(/C=C/C2C=CC=CC=2)=O)=CC=1.[Pd].[Pd].O. The product is [CH2:1]([O:8][C:9]1[C:14](=[O:15])[N:13]2[CH:16]=[C:17]([N:21]3[CH2:26][CH2:25][O:24][CH2:23][CH2:22]3)[CH:18]=[C:19]([N:45]3[CH2:46][CH2:47][N:43]([CH:40]([CH3:42])[CH3:41])[C:44]3=[O:48])[C:12]2=[N:11][C:10]=1[C:27]1[S:28][C:29]([CH2:32][C:33]2[CH:38]=[CH:37][C:36]([F:39])=[CH:35][CH:34]=2)=[CH:30][N:31]=1)[C:2]1[CH:7]=[CH:6][CH:5]=[CH:4][CH:3]=1. The yield is 0.810.